From a dataset of Forward reaction prediction with 1.9M reactions from USPTO patents (1976-2016). Predict the product of the given reaction. Given the reactants [NH:1]1[CH:10]2[CH:5]([CH2:6][CH2:7][CH2:8][CH2:9]2)[C:4](=[O:11])[CH2:3][CH2:2]1.Cl[C:13]([O:15][CH2:16][C:17]1[CH:22]=[CH:21][CH:20]=[CH:19][CH:18]=1)=[O:14], predict the reaction product. The product is: [O:11]=[C:4]1[C@H:5]2[C@@H:10]([CH2:9][CH2:8][CH2:7][CH2:6]2)[N:1]([C:13]([O:15][CH2:16][C:17]2[CH:22]=[CH:21][CH:20]=[CH:19][CH:18]=2)=[O:14])[CH2:2][CH2:3]1.